This data is from Full USPTO retrosynthesis dataset with 1.9M reactions from patents (1976-2016). The task is: Predict the reactants needed to synthesize the given product. (1) Given the product [CH:20]1[C:21]2[C:26](=[CH:25][CH:24]=[CH:23][CH:22]=2)[CH:27]=[C:18]([NH:17][C:16](=[O:28])[O:15][CH2:14][C@@H:13]([N:29]([CH3:42])[C:30]([NH:32][CH2:33][C:34]2[CH:39]=[CH:38][CH:37]=[C:36]([F:40])[C:35]=2[Cl:41])=[O:31])[CH2:12][NH2:11])[N:19]=1, predict the reactants needed to synthesize it. The reactants are: C(OC([NH:11][CH2:12][C@H:13]([N:29]([CH3:42])[C:30]([NH:32][CH2:33][C:34]1[CH:39]=[CH:38][CH:37]=[C:36]([F:40])[C:35]=1[Cl:41])=[O:31])[CH2:14][O:15][C:16](=[O:28])[NH:17][C:18]1[N:19]=[CH:20][C:21]2[C:26]([CH:27]=1)=[CH:25][CH:24]=[CH:23][CH:22]=2)=O)C1C=CC=CC=1.[Si](I)(C)(C)C. (2) Given the product [F:32][CH:2]([F:1])[C:3]1[N:7]([C:8]2[N:13]=[C:12]([N:14]3[CH2:15][CH2:16][O:17][CH2:18][CH2:19]3)[N:11]=[C:10]([N:20]3[CH2:25][CH2:24][N:23]([S:40]([CH2:39][CH2:38][CH2:37][N:36]([CH3:49])[CH3:35])(=[O:42])=[O:41])[CH2:22][CH2:21]3)[N:9]=2)[C:6]2[CH:26]=[CH:27][CH:28]=[C:29]([O:30][CH3:31])[C:5]=2[N:4]=1, predict the reactants needed to synthesize it. The reactants are: [F:1][CH:2]([F:32])[C:3]1[N:7]([C:8]2[N:13]=[C:12]([N:14]3[CH2:19][CH2:18][O:17][CH2:16][CH2:15]3)[N:11]=[C:10]([N:20]3[CH2:25][CH2:24][NH:23][CH2:22][CH2:21]3)[N:9]=2)[C:6]2[CH:26]=[CH:27][CH:28]=[C:29]([O:30][CH3:31])[C:5]=2[N:4]=1.Cl.Cl.[CH3:35][N:36]([CH3:49])[CH2:37][CH2:38][CH2:39][S:40](N1CCNCC1)(=[O:42])=[O:41].CCN(C(C)C)C(C)C. (3) Given the product [CH2:2]([O:4][C:5]([C:7]1[C:8]2[S:16][CH:15]=[C:14]([CH2:17][O:18][C:19]3[CH:24]=[CH:23][C:22]([C:25]([O:27][C:28]([CH3:31])([CH3:30])[CH3:29])=[O:26])=[CH:21][CH:20]=3)[C:9]=2[C:10]([NH2:1])=[N:11][CH:12]=1)=[O:6])[CH3:3], predict the reactants needed to synthesize it. The reactants are: [NH3:1].[CH2:2]([O:4][C:5]([C:7]1[C:8]2[S:16][CH:15]=[C:14]([CH2:17][O:18][C:19]3[CH:24]=[CH:23][C:22]([C:25]([O:27][C:28]([CH3:31])([CH3:30])[CH3:29])=[O:26])=[CH:21][CH:20]=3)[C:9]=2[C:10](Cl)=[N:11][CH:12]=1)=[O:6])[CH3:3]. (4) Given the product [C:1]([O:5][C:6]([C:8]1[S:31][C:11]2=[CH:12][CH:13]=[C:14]3[C:19]([N:18]=[C:17]([NH:20][C:21]4[CH:26]=[CH:25][CH:24]=[C:23]([S:27](=[O:29])(=[O:30])[NH2:28])[CH:22]=4)[N:16]=[CH:15]3)=[C:10]2[CH:9]=1)=[O:7])([CH3:4])([CH3:2])[CH3:3], predict the reactants needed to synthesize it. The reactants are: [C:1]([O:5][C:6]([C:8]1[S:31][C:11]2[CH2:12][CH2:13][C:14]3[CH:15]=[N:16][C:17]([NH:20][C:21]4[CH:26]=[CH:25][CH:24]=[C:23]([S:27](=[O:30])(=[O:29])[NH2:28])[CH:22]=4)=[N:18][C:19]=3[C:10]=2[CH:9]=1)=[O:7])([CH3:4])([CH3:3])[CH3:2].ClC1C(=O)C(C#N)=C(C#N)C(=O)C=1Cl.